The task is: Predict which catalyst facilitates the given reaction.. This data is from Catalyst prediction with 721,799 reactions and 888 catalyst types from USPTO. Reactant: [O-]S(S([O-])=O)=O.[Na+].[Na+].[C:9]([O:13][C:14](=[O:37])[N:15]([C:27]1[CH:32]=[CH:31][C:30]([N+:33]([O-])=O)=[C:29]([CH3:36])[CH:28]=1)[CH2:16][C:17]1[CH:22]=[CH:21][C:20]([C:23]([F:26])([F:25])[F:24])=[CH:19][CH:18]=1)([CH3:12])([CH3:11])[CH3:10].C(=O)([O-])[O-].[K+].[K+]. Product: [C:9]([O:13][C:14](=[O:37])[N:15]([C:27]1[CH:32]=[CH:31][C:30]([NH2:33])=[C:29]([CH3:36])[CH:28]=1)[CH2:16][C:17]1[CH:22]=[CH:21][C:20]([C:23]([F:24])([F:26])[F:25])=[CH:19][CH:18]=1)([CH3:12])([CH3:11])[CH3:10]. The catalyst class is: 132.